From a dataset of Reaction yield outcomes from USPTO patents with 853,638 reactions. Predict the reaction yield, written as a fraction of the theoretical maximum amount of product (1.0 means a 100% yield; for example, 0.34 means a 34% yield). (1) The reactants are [CH3:1][C:2]1[O:6][N:5]=[C:4]([C:7]2[CH:12]=[CH:11][CH:10]=[CH:9][CH:8]=2)[C:3]=1[C:13]1[N:14]=[C:15]2[CH:20]=[CH:19][C:18]([C:21]([OH:23])=O)=[CH:17][N:16]2[CH:24]=1.C[C:43]1O[N:40]=[C:41](C2C=CC=CC=2)[C:42]=1C1N=C2C=[C:43](C(O)=O)[CH:42]=[CH:41][N:40]2C=1. No catalyst specified. The product is [CH:41]1([NH:40][C:21]([C:18]2[CH:19]=[CH:20][C:15]3[N:16]([CH:24]=[C:13]([C:3]4[C:4]([C:7]5[CH:8]=[CH:9][CH:10]=[CH:11][CH:12]=5)=[N:5][O:6][C:2]=4[CH3:1])[N:14]=3)[CH:17]=2)=[O:23])[CH2:43][CH2:42]1. The yield is 0.780. (2) The reactants are [CH3:1][O:2][C:3]([C@H:5]([NH:8][C:9](=[O:15])[O:10][C:11]([CH3:14])([CH3:13])[CH3:12])[CH2:6][OH:7])=[O:4].N1C=CN=C1.[CH3:21][C:22]([Si:25](Cl)([CH3:27])[CH3:26])([CH3:24])[CH3:23]. The catalyst is CN(C=O)C. The product is [CH3:1][O:2][C:3]([C@H:5]([NH:8][C:9](=[O:15])[O:10][C:11]([CH3:12])([CH3:14])[CH3:13])[CH2:6][O:7][Si:25]([C:22]([CH3:24])([CH3:23])[CH3:21])([CH3:27])[CH3:26])=[O:4]. The yield is 0.950. (3) The reactants are [C:1]1([N:7]2[C:12](=[O:13])[C:11]3[S:14][CH:15]=[C:16]([C:17]4[CH:22]=[CH:21][CH:20]=[CH:19][CH:18]=4)[C:10]=3[N:9]=[CH:8]2)[CH:6]=[CH:5][CH:4]=[CH:3][CH:2]=1.N[C:24]1C(C2C=CC=CC=2)=CSC=1C(OC)=O.C(OCC)(OCC)OCC.NC1C=CC(C)=CC=1. The catalyst is C(O)(=O)C. The product is [C:17]1([C:16]2[C:10]3[N:9]=[CH:8][N:7]([C:1]4[CH:6]=[CH:5][C:4]([CH3:24])=[CH:3][CH:2]=4)[C:12](=[O:13])[C:11]=3[S:14][CH:15]=2)[CH:18]=[CH:19][CH:20]=[CH:21][CH:22]=1. The yield is 0.680. (4) The reactants are [CH3:1][O:2][C:3](=[O:21])[CH:4]([NH:13][C:14]([O:16][C:17]([CH3:20])([CH3:19])[CH3:18])=[O:15])[CH2:5][C:6]1[CH:11]=[CH:10][C:9](I)=[CH:8][CH:7]=1.[CH:22]1[C:30]2[C:29]3[CH:31]=[CH:32][CH:33]=[CH:34][C:28]=3[O:27][C:26]=2[C:25]([C:35]2[CH:40]=[CH:39][C:38](B(O)O)=[CH:37][CH:36]=2)=[CH:24][CH:23]=1.C([O-])([O-])=O.[K+].[K+]. The catalyst is C1(C)C=CC=CC=1.C(O)C.C(OCC)(=O)C.C1C=CC([P]([Pd]([P](C2C=CC=CC=2)(C2C=CC=CC=2)C2C=CC=CC=2)([P](C2C=CC=CC=2)(C2C=CC=CC=2)C2C=CC=CC=2)[P](C2C=CC=CC=2)(C2C=CC=CC=2)C2C=CC=CC=2)(C2C=CC=CC=2)C2C=CC=CC=2)=CC=1. The product is [CH3:1][O:2][C:3](=[O:21])[CH:4]([NH:13][C:14]([O:16][C:17]([CH3:20])([CH3:19])[CH3:18])=[O:15])[CH2:5][C:6]1[CH:11]=[CH:10][C:9]([C:38]2[CH:39]=[CH:40][C:35]([C:25]3[C:26]4[O:27][C:28]5[CH:34]=[CH:33][CH:32]=[CH:31][C:29]=5[C:30]=4[CH:22]=[CH:23][CH:24]=3)=[CH:36][CH:37]=2)=[CH:8][CH:7]=1. The yield is 0.700.